From a dataset of Reaction yield outcomes from USPTO patents with 853,638 reactions. Predict the reaction yield, written as a fraction of the theoretical maximum amount of product (1.0 means a 100% yield; for example, 0.34 means a 34% yield). (1) The yield is 0.900. The catalyst is C1COCC1.O. The product is [Br:1][C:2]1[C:3]([CH2:4][OH:5])=[CH:7][CH:8]=[CH:9][N:10]=1. The reactants are [Br:1][C:2]1[N:10]=[CH:9][CH:8]=[CH:7][C:3]=1[C:4](O)=[O:5].C(N(CC)CC)C.ClC(OCC(C)C)=O.[BH4-].[Na+]. (2) The reactants are [C:1](OC(=O)C)(=[O:3])[CH3:2].[CH3:8][O:9][C:10]1[CH:11]=[C:12]([C:16]([C:18]2[CH:23]=[C:22]([C:24]3([C:29]4[CH:34]=[CH:33][C:32]([Cl:35])=[CH:31][CH:30]=4)[O:28][CH2:27][CH2:26][O:25]3)[CH:21]=[CH:20][C:19]=2[NH2:36])=[O:17])[CH:13]=[CH:14][CH:15]=1. The yield is 1.00. The catalyst is C1(C)C=CC=CC=1. The product is [CH3:8][O:9][C:10]1[CH:11]=[C:12]([CH:13]=[CH:14][CH:15]=1)[C:16]([C:18]1[CH:23]=[C:22]([C:24]2([C:29]3[CH:30]=[CH:31][C:32]([Cl:35])=[CH:33][CH:34]=3)[O:28][CH2:27][CH2:26][O:25]2)[CH:21]=[CH:20][C:19]=1[NH:36][C:1](=[O:3])[CH3:2])=[O:17].